Dataset: Reaction yield outcomes from USPTO patents with 853,638 reactions. Task: Predict the reaction yield, written as a fraction of the theoretical maximum amount of product (1.0 means a 100% yield; for example, 0.34 means a 34% yield). (1) The product is [F:19][C:20]([F:31])([F:30])[C:21]([NH:1][C:2]1[C:11]2[C:6](=[CH:7][CH:8]=[C:9]([OH:12])[CH:10]=2)[CH:5]=[CH:4][CH:3]=1)=[O:22]. The yield is 0.300. The reactants are [NH2:1][C:2]1[CH:3]=[CH:4][CH:5]=[C:6]2[C:11]=1[CH:10]=[C:9]([OH:12])[CH:8]=[CH:7]2.N1C=CC=CC=1.[F:19][C:20]([F:31])([F:30])[C:21](O[C:21](=[O:22])[C:20]([F:31])([F:30])[F:19])=[O:22]. The catalyst is O1CCOCC1. (2) The reactants are [NH:1]1[C:9]2[C:4](=[CH:5][C:6]([O:10][C:11]3[C:20]4[C:15](=[CH:16][C:17]([O:23][CH2:24][C@H:25]5[CH2:27][O:26]5)=[C:18]([O:21][CH3:22])[CH:19]=4)[N:14]=[CH:13][N:12]=3)=[CH:7][CH:8]=2)[CH:3]=[CH:2]1.[NH:28]1[CH2:33][CH2:32][CH2:31][CH2:30][CH2:29]1. No catalyst specified. The product is [OH:26][C@H:25]([CH2:27][N:28]1[CH2:33][CH2:32][CH2:31][CH2:30][CH2:29]1)[CH2:24][O:23][C:17]1[CH:16]=[C:15]2[C:20]([C:11]([O:10][C:6]3[CH:5]=[C:4]4[C:9](=[CH:8][CH:7]=3)[NH:1][CH:2]=[CH:3]4)=[N:12][CH:13]=[N:14]2)=[CH:19][C:18]=1[O:21][CH3:22]. The yield is 0.860. (3) The reactants are [I-].[Cl:2][C:3]1[CH:42]=[N:41][CH:40]=[C:39]([Cl:43])[C:4]=1[C:5]([NH:7][C:8]1[CH:13]=[CH:12][C:11]([CH2:14][C@H:15]([NH:21][C:22]2[C:25]3([CH2:30][CH2:29][CH2:28][CH2:27][CH2:26]3)[C:24](=[O:31])[C:23]=2[C:32]2[CH2:33][N:34]([CH3:38])[CH:35]=[CH:36][CH:37]=2)[C:16]([O:18][CH2:19][CH3:20])=[O:17])=[CH:10][CH:9]=1)=[O:6].[H][H]. The catalyst is CCO.[Pt](=O)=O. The yield is 1.00. The product is [Cl:43][C:39]1[CH:40]=[N:41][CH:42]=[C:3]([Cl:2])[C:4]=1[C:5]([NH:7][C:8]1[CH:13]=[CH:12][C:11]([CH2:14][C@H:15]([NH:21][C:22]2[C:25]3([CH2:26][CH2:27][CH2:28][CH2:29][CH2:30]3)[C:24](=[O:31])[C:23]=2[CH:32]2[CH2:37][CH2:36][CH2:35][N:34]([CH3:38])[CH2:33]2)[C:16]([O:18][CH2:19][CH3:20])=[O:17])=[CH:10][CH:9]=1)=[O:6].